This data is from Reaction yield outcomes from USPTO patents with 853,638 reactions. The task is: Predict the reaction yield, written as a fraction of the theoretical maximum amount of product (1.0 means a 100% yield; for example, 0.34 means a 34% yield). (1) The reactants are [Cl-].O[NH3+:3].[C:4](=[O:7])([O-])[OH:5].[Na+].CS(C)=O.[CH2:13]([C:15]1[N:16]([C:40]2[CH:45]=[CH:44][C:43]([N:46]3[CH2:51][CH2:50][O:49][CH2:48][CH2:47]3)=[CH:42][CH:41]=2)[C:17](=[O:39])[C:18]([CH2:24][C:25]2[CH:30]=[CH:29][C:28]([C:31]3[C:32]([C:37]#[N:38])=[CH:33][CH:34]=[CH:35][CH:36]=3)=[CH:27][CH:26]=2)=[C:19]([CH2:21][CH2:22][CH3:23])[N:20]=1)[CH3:14]. The catalyst is O. The product is [CH2:13]([C:15]1[N:16]([C:40]2[CH:41]=[CH:42][C:43]([N:46]3[CH2:51][CH2:50][O:49][CH2:48][CH2:47]3)=[CH:44][CH:45]=2)[C:17](=[O:39])[C:18]([CH2:24][C:25]2[CH:26]=[CH:27][C:28]([C:31]3[CH:36]=[CH:35][CH:34]=[CH:33][C:32]=3[C:37]3[NH:3][C:4](=[O:7])[O:5][N:38]=3)=[CH:29][CH:30]=2)=[C:19]([CH2:21][CH2:22][CH3:23])[N:20]=1)[CH3:14]. The yield is 0.540. (2) The reactants are [CH2:1]([O:3][CH:4]1[CH2:6][CH:5]1[C:7]([O:9]CC)=[O:8])[CH3:2].[Li+].[OH-]. The catalyst is CO.O. The product is [CH2:1]([O:3][CH:4]1[CH2:6][CH:5]1[C:7]([OH:9])=[O:8])[CH3:2]. The yield is 0.608. (3) The reactants are [Cl:1][C:2]1[CH:7]=[CH:6][C:5]([O:8][C:9]2[CH:16]=[CH:15][C:14]([CH2:17][S:18][C:19]3[NH:20][CH:21]=[C:22]([CH2:26][C:27]4[C:35]5[C:30](=[CH:31][CH:32]=[CH:33][CH:34]=5)[N:29]([CH3:36])[CH:28]=4)[C:23](=[O:25])[N:24]=3)=[CH:13][C:10]=2[C:11]#[N:12])=[CH:4][C:3]=1[C:37]([F:40])([F:39])[F:38].[CH3:41]CN(C(C)C)C(C)C.CI. The catalyst is C(Cl)(Cl)Cl.[Br-].[Zn+2].[Br-]. The product is [Cl:1][C:2]1[CH:7]=[CH:6][C:5]([O:8][C:9]2[CH:16]=[CH:15][C:14]([CH2:17][S:18][C:19]3[N:20]([CH3:41])[CH:21]=[C:22]([CH2:26][C:27]4[C:35]5[C:30](=[CH:31][CH:32]=[CH:33][CH:34]=5)[N:29]([CH3:36])[CH:28]=4)[C:23](=[O:25])[N:24]=3)=[CH:13][C:10]=2[C:11]#[N:12])=[CH:4][C:3]=1[C:37]([F:40])([F:38])[F:39]. The yield is 0.135. (4) The reactants are [C:1]1([C:7]([C:17]2[CH:22]=[CH:21][C:20]([CH:23]=[CH:24][C:25]([N:27]([CH2:30][CH3:31])[CH2:28][CH3:29])=[O:26])=[CH:19][CH:18]=2)=[C:8]([C:11]2[CH:16]=[CH:15][CH:14]=[CH:13][CH:12]=2)[CH2:9][CH3:10])[CH:6]=[CH:5][CH:4]=[CH:3][CH:2]=1.[Cl-]. The catalyst is C1(C)C=CC=CC=1. The product is [C:1]1([C:7]([C:17]2[CH:18]=[CH:19][C:20]([CH2:23][CH2:24][C:25]([N:27]([CH2:30][CH3:31])[CH2:28][CH3:29])=[O:26])=[CH:21][CH:22]=2)=[C:8]([C:11]2[CH:16]=[CH:15][CH:14]=[CH:13][CH:12]=2)[CH2:9][CH3:10])[CH:2]=[CH:3][CH:4]=[CH:5][CH:6]=1. The yield is 0.950. (5) The reactants are [NH2:1][C:2]1[CH:7]=[CH:6][C:5]([O:8][C:9]([F:12])([F:11])[F:10])=[CH:4][C:3]=1[C:13]([C:15]1[CH:20]=[CH:19][CH:18]=[CH:17][CH:16]=1)=O.[CH3:21][S:22]([CH2:25][C:26](=O)[CH3:27])(=[O:24])=[O:23]. The catalyst is CC(O)C.O.O.[Na+].Cl[Au-](Cl)(Cl)Cl. The product is [CH3:21][S:22]([C:25]1[C:26]([CH3:27])=[N:1][C:2]2[C:3]([C:13]=1[C:15]1[CH:20]=[CH:19][CH:18]=[CH:17][CH:16]=1)=[CH:4][C:5]([O:8][C:9]([F:12])([F:11])[F:10])=[CH:6][CH:7]=2)(=[O:24])=[O:23]. The yield is 0.340. (6) The reactants are [CH3:1][C:2]([NH2:6])([CH3:5])[CH2:3][NH2:4].[CH3:7][C:8]([O:11][C:12](ON=C(C1C=CC=CC=1)C#N)=[O:13])([CH3:10])[CH3:9].C(O)(=O)CC(CC(O)=O)(C(O)=O)O. The catalyst is ClCCl.C(Cl)(Cl)Cl. The product is [NH2:6][C:2]([CH3:5])([CH3:1])[CH2:3][NH:4][C:12](=[O:13])[O:11][C:8]([CH3:10])([CH3:9])[CH3:7]. The yield is 0.740. (7) The reactants are Cl[C:2]1[CH:7]=[CH:6][N:5]=[C:4]2[CH:8]=[CH:9][S:10][C:3]=12.[OH:11][C:12]1[CH:13]=[CH:14][C:15]2[C:19]([C:20]([O-:22])=[O:21])=[C:18]([CH3:23])[S:17][C:16]=2[CH:24]=1.C([O-])([O-])=O.[Cs+].[Cs+]. No catalyst specified. The product is [CH3:23][C:18]1[S:17][C:16]2[CH:24]=[C:12]([O:11][C:2]3[CH:7]=[CH:6][N:5]=[C:4]4[CH:8]=[CH:9][S:10][C:3]=34)[CH:13]=[CH:14][C:15]=2[C:19]=1[C:20]([OH:22])=[O:21]. The yield is 0.270. (8) The reactants are [C:1]([NH:8][C:9]1[S:10][CH:11]=[CH:12][C:13]=1[C:14]1[CH:19]=[CH:18][CH:17]=[CH:16][CH:15]=1)([O:3][C:4]([CH3:7])([CH3:6])[CH3:5])=[O:2].[Cl:20]N1C(=O)CCC1=O. The catalyst is ClCCl. The product is [C:1]([NH:8][C:9]1[S:10][C:11]([Cl:20])=[CH:12][C:13]=1[C:14]1[CH:19]=[CH:18][CH:17]=[CH:16][CH:15]=1)([O:3][C:4]([CH3:7])([CH3:6])[CH3:5])=[O:2]. The yield is 0.660.